From a dataset of Full USPTO retrosynthesis dataset with 1.9M reactions from patents (1976-2016). Predict the reactants needed to synthesize the given product. (1) Given the product [CH2:3]([O:5][C:6](=[O:7])[NH:8][C:9]1[CH:14]=[CH:13][CH:12]=[C:11]([CH2:15][CH2:16][OH:17])[CH:10]=1)[CH3:4], predict the reactants needed to synthesize it. The reactants are: [BH4-].[Na+].[CH2:3]([O:5][C:6]([NH:8][C:9]1[CH:10]=[C:11]([CH2:15][C:16](O)=[O:17])[CH:12]=[CH:13][CH:14]=1)=[O:7])[CH3:4].II. (2) Given the product [F:2][C:3]1[CH:8]=[CH:7][C:6]([NH:9][C:10]2[CH:15]=[CH:14][N:13]=[C:12]([NH:16][C:17]3[CH:22]=[CH:21][C:20]([S:23]([N:36]([CH:33]4[CH2:32][CH2:31][N:30]([CH3:29])[CH2:35][CH2:34]4)[CH2:37][CH2:38][N:39]4[CH2:43][CH2:42][CH2:41][CH2:40]4)(=[O:25])=[O:24])=[CH:19][CH:18]=3)[N:11]=2)=[CH:5][C:4]=1[CH3:27], predict the reactants needed to synthesize it. The reactants are: Cl.[F:2][C:3]1[CH:8]=[CH:7][C:6]([NH:9][C:10]2[CH:15]=[CH:14][N:13]=[C:12]([NH:16][C:17]3[CH:22]=[CH:21][C:20]([S:23](Cl)(=[O:25])=[O:24])=[CH:19][CH:18]=3)[N:11]=2)=[CH:5][C:4]=1[CH3:27].Cl.[CH3:29][N:30]1[CH2:35][CH2:34][CH:33]([NH:36][CH2:37][CH2:38][N:39]2[CH2:43][CH2:42][CH2:41][CH2:40]2)[CH2:32][CH2:31]1. (3) Given the product [NH2:15][C:10]1[N:11]=[C:12]([CH3:14])[N:13]=[C:8]([C:7]2[C:2]([NH:23][C:24]3[CH:25]=[C:26]([NH:31][S:32]([N:35]([CH3:37])[CH3:36])(=[O:33])=[O:34])[C:27]([Cl:30])=[N:28][CH:29]=3)=[N:3][CH:4]=[C:5]([CH2:16][N:17]3[CH2:22][CH2:21][O:20][CH2:19][CH2:18]3)[CH:6]=2)[N:9]=1, predict the reactants needed to synthesize it. The reactants are: F[C:2]1[C:7]([C:8]2[N:13]=[C:12]([CH3:14])[N:11]=[C:10]([NH2:15])[N:9]=2)=[CH:6][C:5]([CH2:16][N:17]2[CH2:22][CH2:21][O:20][CH2:19][CH2:18]2)=[CH:4][N:3]=1.[NH2:23][C:24]1[CH:25]=[C:26]([NH:31][S:32]([N:35]([CH3:37])[CH3:36])(=[O:34])=[O:33])[C:27]([Cl:30])=[N:28][CH:29]=1.C[Si]([N-][Si](C)(C)C)(C)C.[Na+]. (4) Given the product [C:11]([N:10]([CH2:9][CH2:8][CH:7]([C:1]1[CH:2]=[CH:3][CH:4]=[CH:5][CH:6]=1)[C:29]1[CH:30]=[CH:31][CH:32]=[CH:33][CH:34]=1)[CH2:19][CH2:20][CH2:21][C:22]1[CH:27]=[CH:26][CH:25]=[CH:24][C:23]=1[O:28]/[CH:44]=[CH:43]/[C:42]([O:46][CH3:47])=[O:45])(=[O:18])[C:12]1[CH:17]=[CH:16][CH:15]=[CH:14][CH:13]=1, predict the reactants needed to synthesize it. The reactants are: [C:1]1([CH:7]([C:29]2[CH:34]=[CH:33][CH:32]=[CH:31][CH:30]=2)[CH2:8][CH2:9][N:10]([CH2:19][CH2:20][CH2:21][C:22]2[CH:27]=[CH:26][CH:25]=[CH:24][C:23]=2[OH:28])[C:11](=[O:18])[C:12]2[CH:17]=[CH:16][CH:15]=[CH:14][CH:13]=2)[CH:6]=[CH:5][CH:4]=[CH:3][CH:2]=1.CN1CCOCC1.[C:42]([O:46][CH3:47])(=[O:45])[CH2:43][CH3:44]. (5) Given the product [Br:1][C:2]1[CH:7]=[C:6]([F:8])[CH:5]=[CH:4][C:3]=1[S:9]([N:12]([C:13]1[C:22]([C:23]([O:25][CH3:26])=[O:24])=[C:21]2[C:16]([C@H:17]3[CH2:27][C@H:18]3[CH2:19][O:20]2)=[CH:15][CH:14]=1)[C:31]([O:33][CH3:34])=[O:32])(=[O:10])=[O:11], predict the reactants needed to synthesize it. The reactants are: [Br:1][C:2]1[CH:7]=[C:6]([F:8])[CH:5]=[CH:4][C:3]=1[S:9]([NH:12][C:13]1[C:22]([C:23]([O:25][CH3:26])=[O:24])=[C:21]2[C:16]([C@H:17]3[CH2:27][C@H:18]3[CH2:19][O:20]2)=[CH:15][CH:14]=1)(=[O:11])=[O:10].[H-].[Na+].Cl[C:31]([O:33][CH3:34])=[O:32].C(=O)(O)[O-].[Na+]. (6) Given the product [Cl:29][CH2:30][CH2:31][CH2:32][O:33][C:34]1[CH:35]=[C:36]([CH:39]=[CH:40][C:41]=1[O:42][CH2:43][CH3:44])[CH2:37][NH:1][C:2]1[N:6]([C@@H:7]2[O:19][C@H:18]([CH2:20][O:21][C:22](=[O:24])[CH3:23])[C@@H:13]([O:14][C:15](=[O:17])[CH3:16])[C@H:8]2[O:9][C:10](=[O:12])[CH3:11])[C:5]2[CH:25]=[CH:26][CH:27]=[CH:28][C:4]=2[N:3]=1, predict the reactants needed to synthesize it. The reactants are: [NH2:1][C:2]1[N:6]([C@@H:7]2[O:19][C@H:18]([CH2:20][O:21][C:22](=[O:24])[CH3:23])[C@@H:13]([O:14][C:15](=[O:17])[CH3:16])[C@H:8]2[O:9][C:10](=[O:12])[CH3:11])[C:5]2[CH:25]=[CH:26][CH:27]=[CH:28][C:4]=2[N:3]=1.[Cl:29][CH2:30][CH2:31][CH2:32][O:33][C:34]1[CH:35]=[C:36]([CH:39]=[CH:40][C:41]=1[O:42][CH2:43][CH3:44])[CH:37]=O.C(O[BH-](OC(=O)C)OC(=O)C)(=O)C.[Na+].O.